From a dataset of Catalyst prediction with 721,799 reactions and 888 catalyst types from USPTO. Predict which catalyst facilitates the given reaction. (1) Reactant: Cl[C:2]1[N:7]=[C:6]2[N:8]([CH:11]3[CH2:16][CH2:15][CH2:14][CH2:13][O:12]3)[N:9]=[CH:10][C:5]2=[C:4]([C:17]2[CH:18]=[C:19]([NH:23][C:24](=[O:27])[CH:25]=[CH2:26])[CH:20]=[CH:21][CH:22]=2)[N:3]=1.[F:28][C:29]1[CH:30]=[C:31]([CH:33]=[CH:34][C:35]=1[N:36]1[CH2:41][CH2:40][O:39][CH2:38][CH2:37]1)[NH2:32].C([O-])([O-])=O.[Cs+].[Cs+].CC1(C)C2C(=C(P(C3C=CC=CC=3)C3C=CC=CC=3)C=CC=2)OC2C(P(C3C=CC=CC=3)C3C=CC=CC=3)=CC=CC1=2. Product: [F:28][C:29]1[CH:30]=[C:31]([NH:32][C:2]2[N:7]=[C:6]3[N:8]([CH:11]4[CH2:16][CH2:15][CH2:14][CH2:13][O:12]4)[N:9]=[CH:10][C:5]3=[C:4]([C:17]3[CH:18]=[C:19]([NH:23][C:24](=[O:27])[CH:25]=[CH2:26])[CH:20]=[CH:21][CH:22]=3)[N:3]=2)[CH:33]=[CH:34][C:35]=1[N:36]1[CH2:37][CH2:38][O:39][CH2:40][CH2:41]1. The catalyst class is: 101. (2) Reactant: [CH3:1][O:2][C:3]1[CH:12]=[C:11]2[C:6]([CH2:7][CH2:8][NH:9][C:10]2=[O:13])=[CH:5][CH:4]=1.C1C(=O)N([I:21])C(=O)C1.[OH-].[Na+]. Product: [I:21][C:12]1[C:3]([O:2][CH3:1])=[CH:4][CH:5]=[C:6]2[C:11]=1[C:10](=[O:13])[NH:9][CH2:8][CH2:7]2. The catalyst class is: 82.